Dataset: Catalyst prediction with 721,799 reactions and 888 catalyst types from USPTO. Task: Predict which catalyst facilitates the given reaction. (1) Reactant: [CH2:1]([C:4]1[C:8]([CH2:9][CH2:10][CH2:11][OH:12])=[CH:7][N:6]([C:13]2[CH:18]=[CH:17][C:16]([C:19]([F:22])([F:21])[F:20])=[CH:15][N:14]=2)[N:5]=1)[CH2:2][CH3:3].O[C:24]1[CH:25]=[C:26]([CH:35]=[CH:36][CH:37]=1)[O:27][C:28]([CH3:34])([CH3:33])[C:29]([O:31]C)=[O:30].C(P(CCCC)CCCC)CCC.N(C(N1CCCCC1)=O)=NC(N1CCCCC1)=O. Product: [CH3:34][C:28]([O:27][C:26]1[CH:35]=[CH:36][CH:37]=[C:24]([O:12][CH2:11][CH2:10][CH2:9][C:8]2[C:4]([CH2:1][CH2:2][CH3:3])=[N:5][N:6]([C:13]3[CH:18]=[CH:17][C:16]([C:19]([F:21])([F:20])[F:22])=[CH:15][N:14]=3)[CH:7]=2)[CH:25]=1)([CH3:33])[C:29]([OH:31])=[O:30]. The catalyst class is: 7. (2) Reactant: [CH3:1][C:2]1[CH:11]=[CH:10][C:9]2[C:4](=[CH:5][C:6]([C:12]([F:15])([F:14])[F:13])=[CH:7][CH:8]=2)[N:3]=1.[Br:16]N1C(=O)CCC1=O.N(C(C)(C)C#N)=NC(C)(C)C#N. Product: [Br:16][CH2:1][C:2]1[CH:11]=[CH:10][C:9]2[C:4](=[CH:5][C:6]([C:12]([F:13])([F:15])[F:14])=[CH:7][CH:8]=2)[N:3]=1. The catalyst class is: 53. (3) Reactant: [Br:1][C:2]1[CH:7]=[C:6](F)[CH:5]=[CH:4][C:3]=1[N+:9]([O-:11])=[O:10].[NH:12]1[CH2:16][CH2:15][C@H:14]([NH:17][C:18](=[O:24])[O:19][C:20]([CH3:23])([CH3:22])[CH3:21])[CH2:13]1.C(=O)(O)[O-].[Na+].O. Product: [Br:1][C:2]1[CH:7]=[C:6]([N:12]2[CH2:16][CH2:15][C@H:14]([NH:17][C:18](=[O:24])[O:19][C:20]([CH3:22])([CH3:21])[CH3:23])[CH2:13]2)[CH:5]=[CH:4][C:3]=1[N+:9]([O-:11])=[O:10]. The catalyst class is: 16. (4) Reactant: [H-].[Na+].[O:3]1[CH:7]=[CH:6][CH:5]=[C:4]1[CH2:8][NH:9][S:10]([CH3:13])(=[O:12])=[O:11].Br[CH2:15][CH:16]([CH3:18])[CH3:17]. Product: [O:3]1[CH:7]=[CH:6][CH:5]=[C:4]1[CH2:8][N:9]([CH2:17][C:16]([CH3:18])=[CH2:15])[S:10]([CH3:13])(=[O:12])=[O:11]. The catalyst class is: 42. (5) Reactant: [C:1]([O:5][C:6](=[O:15])[NH:7][CH:8]1[CH2:11][C:10](=[O:12])[C:9]1([CH3:14])[CH3:13])([CH3:4])([CH3:3])[CH3:2].[CH3:16][Li]. Product: [C:1]([O:5][C:6](=[O:15])[NH:7][CH:8]1[CH2:11][C:10]([OH:12])([CH3:16])[C:9]1([CH3:14])[CH3:13])([CH3:4])([CH3:2])[CH3:3]. The catalyst class is: 1. (6) Reactant: Cl.Cl.[F:3][C:4]1[CH:5]=[CH:6][C:7]2[N:11]=[C:10]([C@@H:12]([NH2:14])[CH3:13])[N:9]([C:15]3[CH:20]=[CH:19][CH:18]=[CH:17][N:16]=3)[C:8]=2[C:21]=1[CH3:22].[NH2:23][C:24]1[C:29]([C:30]#[N:31])=[C:28](Cl)[N:27]=[CH:26][N:25]=1.CCN(C(C)C)C(C)C. Product: [NH2:23][C:24]1[C:29]([C:30]#[N:31])=[C:28]([NH:14][C@H:12]([C:10]2[N:9]([C:15]3[CH:20]=[CH:19][CH:18]=[CH:17][N:16]=3)[C:8]3[C:21]([CH3:22])=[C:4]([F:3])[CH:5]=[CH:6][C:7]=3[N:11]=2)[CH3:13])[N:27]=[CH:26][N:25]=1. The catalyst class is: 41.